From a dataset of Retrosynthesis with 50K atom-mapped reactions and 10 reaction types from USPTO. Predict the reactants needed to synthesize the given product. (1) Given the product COc1cc(C)c(NC(=O)c2cccnc2Cl)c(Br)n1, predict the reactants needed to synthesize it. The reactants are: COc1cc(C)c(N)c(Br)n1.O=C(Cl)c1cccnc1Cl. (2) Given the product COc1ccccc1COCCCOc1ccc([C@H]2CCN(C(=O)OC(C)(C)C)C[C@@H]2OCc2ccc3c(c2)N(CCO)CCC3)cc1, predict the reactants needed to synthesize it. The reactants are: COc1ccccc1COCCCOc1ccc([C@H]2CCN(C(=O)OC(C)(C)C)C[C@@H]2OCc2ccc3c(c2)NCCC3)cc1.OCCBr. (3) The reactants are: CCOC(=O)Cl.Oc1ccc(F)cc1F. Given the product CCOC(=O)Oc1ccc(F)cc1F, predict the reactants needed to synthesize it. (4) Given the product Cc1noc(C)c1CO, predict the reactants needed to synthesize it. The reactants are: Cc1noc(C)c1C=O. (5) Given the product COc1cc(-c2nc3ccccc3o2)ccc1Cn1cnc(Br)c1, predict the reactants needed to synthesize it. The reactants are: Brc1c[nH]cn1.COc1cc(-c2nc3ccccc3o2)ccc1Cn1ccnn1. (6) Given the product CCCSc1cc(Br)cc(OC)c1, predict the reactants needed to synthesize it. The reactants are: CCC[S-].COc1cc(Br)cc(Br)c1. (7) Given the product CC[C@H](C)[C@@H]([C@@H](CC(=O)N1CCC[C@H]1[C@H](OC)[C@@H](C)C(=O)N[C@@H](Cc1ccccc1)c1nccs1)OC)N(C)C(=O)[C@@H](N)C(C)C, predict the reactants needed to synthesize it. The reactants are: CC[C@H](C)[C@@H]([C@@H](CC(=O)N1CCC[C@H]1[C@H](OC)[C@@H](C)C(=O)N[C@@H](Cc1ccccc1)c1nccs1)OC)N(C)C(=O)[C@@H](NC(=O)OCC1c2ccccc2-c2ccccc21)C(C)C. (8) Given the product CCCCc1nnc(NC2CCN(Cc3ccc4ccccc4c3)CC2)c2cc(OC)ccc12, predict the reactants needed to synthesize it. The reactants are: CCCCc1nnc(Cl)c2cc(OC)ccc12.NC1CCN(Cc2ccc3ccccc3c2)CC1.